From a dataset of Full USPTO retrosynthesis dataset with 1.9M reactions from patents (1976-2016). Predict the reactants needed to synthesize the given product. (1) Given the product [NH2:1][C:2]1[C:7]([C:8]2[N:17]([C:18]3[CH:23]=[CH:22][C:21]([C:24]4([NH:28][C:29](=[O:35])[O:30][C:31]([CH3:34])([CH3:33])[CH3:32])[CH2:27][CH2:26][CH2:25]4)=[CH:20][CH:19]=3)[C:11]3=[N:12][C:13]([C:49]4[CH:50]=[CH:51][CH:52]=[C:47]([N:44]5[CH2:43][CH2:42][CH:41]([N:37]([CH3:36])[C:38](=[O:40])[CH3:39])[CH2:46][CH2:45]5)[CH:48]=4)=[CH:14][CH:15]=[C:10]3[N:9]=2)=[CH:6][CH:5]=[CH:4][N:3]=1, predict the reactants needed to synthesize it. The reactants are: [NH2:1][C:2]1[C:7]([C:8]2[N:17]([C:18]3[CH:23]=[CH:22][C:21]([C:24]4([NH:28][C:29](=[O:35])[O:30][C:31]([CH3:34])([CH3:33])[CH3:32])[CH2:27][CH2:26][CH2:25]4)=[CH:20][CH:19]=3)[C:11]3=[N:12][C:13](Cl)=[CH:14][CH:15]=[C:10]3[N:9]=2)=[CH:6][CH:5]=[CH:4][N:3]=1.[CH3:36][N:37]([CH:41]1[CH2:46][CH2:45][N:44]([C:47]2[CH:52]=[CH:51][CH:50]=[C:49](B3OC(C)(C)C(C)(C)O3)[CH:48]=2)[CH2:43][CH2:42]1)[C:38](=[O:40])[CH3:39].C([O-])([O-])=O.[Na+].[Na+]. (2) The reactants are: [Cl:1][C:2]1[CH:10]=[C:9]([O:11][C:12]2[C:17]([C:18]([N:20]3[C:29]4[C:24](=[CH:25][CH:26]=[CH:27][CH:28]=4)[N:23]([CH:30]4[CH2:32][CH2:31]4)[CH2:22][CH2:21]3)=[O:19])=[CH:16][N:15]=[C:14]([CH3:33])[CH:13]=2)[C:8]([Cl:34])=[CH:7][C:3]=1[C:4]([OH:6])=O.[NH2:35][C:36]1[NH:40][N:39]=[N:38][N:37]=1. Given the product [Cl:1][C:2]1[CH:10]=[C:9]([O:11][C:12]2[C:17]([C:18]([N:20]3[C:29]4[C:24](=[CH:25][CH:26]=[CH:27][CH:28]=4)[N:23]([CH:30]4[CH2:31][CH2:32]4)[CH2:22][CH2:21]3)=[O:19])=[CH:16][N:15]=[C:14]([CH3:33])[CH:13]=2)[C:8]([Cl:34])=[CH:7][C:3]=1[C:4]([NH:35][C:36]1[NH:40][N:39]=[N:38][N:37]=1)=[O:6], predict the reactants needed to synthesize it. (3) Given the product [CH2:25]([S:22]([N:12]1[C:13]2[CH:14]=[CH:15][C:16]([C:19]([N:52]3[CH2:47][CH2:48][CH:49]([O:66][CH3:65])[CH2:50][CH2:51]3)=[O:21])=[CH:17][C:18]=2[C:10]2[CH2:9][N:8]([C:6]([O:5][C:1]([CH3:4])([CH3:3])[CH3:2])=[O:7])[CH2:28][CH2:27][C:11]1=2)(=[O:23])=[O:24])[CH3:26], predict the reactants needed to synthesize it. The reactants are: [C:1]([O:5][C:6]([N:8]1[CH2:28][CH2:27][C:11]2[N:12]([S:22]([CH2:25][CH3:26])(=[O:24])=[O:23])[C:13]3[CH:14]=[CH:15][C:16]([C:19]([OH:21])=O)=[CH:17][C:18]=3[C:10]=2[CH2:9]1)=[O:7])([CH3:4])([CH3:3])[CH3:2].C(N(C(C)C)CC)(C)C.CN(C(ON1N=N[C:48]2[CH:49]=[CH:50][CH:51]=[N:52][C:47]1=2)=[N+](C)C)C.F[P-](F)(F)(F)(F)F.CN([CH:65]=[O:66])C. (4) Given the product [C:1]([O-:7])(=[O:6])[C:2]([CH3:5])([CH3:4])[CH3:3].[Zn+2:16].[C:1]([O-:7])(=[O:6])[C:2]([CH3:5])([CH3:4])[CH3:3], predict the reactants needed to synthesize it. The reactants are: [C:1]([O-:7])(=[O:6])[C:2]([CH3:5])([CH3:4])[CH3:3].FC(F)(F)C1C=C([Zn+:16])C=CC=1.[Zn]. (5) Given the product [CH2:12]([O:14][C:15](=[O:31])[CH2:16][CH2:17][C:18]1[C:23]([CH3:24])=[CH:22][C:21]([C:25]2[N:28]=[C:8]([C:6]3[S:7][C:3]([CH:1]=[O:2])=[C:4]([CH3:11])[CH:5]=3)[O:10][N:26]=2)=[CH:20][C:19]=1[CH2:29][CH3:30])[CH3:13], predict the reactants needed to synthesize it. The reactants are: [CH:1]([C:3]1[S:7][C:6]([C:8]([OH:10])=O)=[CH:5][C:4]=1[CH3:11])=[O:2].[CH2:12]([O:14][C:15](=[O:31])[CH2:16][CH2:17][C:18]1[C:23]([CH3:24])=[CH:22][C:21]([C:25](=[NH:28])[NH:26]O)=[CH:20][C:19]=1[CH2:29][CH3:30])[CH3:13]. (6) Given the product [CH2:10]([O:9][CH:4]([O:3][CH2:1][CH3:2])[C:5]1[N:8]([CH3:12])[C:24]2[CH:23]=[CH:22][C:19]([C:20]#[N:21])=[CH:18][C:17]=2[N:16]=1)[CH3:11], predict the reactants needed to synthesize it. The reactants are: [CH2:1]([O:3][CH:4]([O:9][CH2:10][CH3:11])[C:5](=[NH:8])OC)[CH3:2].[C:12](O)(=O)C.[NH2:16][C:17]1[CH:18]=[C:19]([CH:22]=[CH:23][C:24]=1NC)[C:20]#[N:21].